From a dataset of Full USPTO retrosynthesis dataset with 1.9M reactions from patents (1976-2016). Predict the reactants needed to synthesize the given product. (1) Given the product [OH:8][CH2:9][CH2:10][CH2:11][CH2:12][CH2:13][CH2:14][CH2:15][CH2:16][CH2:17][CH:18]1[C:27]2[C:22](=[CH:23][C:24]([O:28][CH2:29][O:30][CH3:31])=[CH:25][CH:26]=2)[O:21][CH2:20][C:19]1([C:33]1[CH:34]=[CH:35][C:36]([O:39][CH2:40][O:68][CH3:66])=[CH:37][CH:38]=1)[CH3:32], predict the reactants needed to synthesize it. The reactants are: [Si]([O:8][CH2:9][CH2:10][CH2:11][CH2:12][CH2:13][CH2:14][CH2:15][CH2:16][CH2:17][CH:18]1[C:27]2[C:22](=[CH:23][C:24]([O:28][CH2:29][O:30][CH3:31])=[CH:25][CH:26]=2)[O:21][CH2:20][C:19]1([C:33]1[CH:38]=[CH:37][C:36]([O:39][CH3:40])=[CH:35][C:34]=1OC)[CH3:32])(C(C)(C)C)(C)C.CC1C=CC(S([O-])(=O)=O)=CC=1.C1C=C[NH+]=CC=1.CCCCCC.[C:66](OCC)(=[O:68])C. (2) Given the product [I:22][C:2]1[CH:3]=[CH:4][C:5]2[O:10][C:9]([CH2:11][N:12]3[CH2:17][CH2:16][CH:15]([CH3:18])[CH2:14][CH2:13]3)=[CH:8][C:7](=[O:19])[C:6]=2[CH:20]=1, predict the reactants needed to synthesize it. The reactants are: Br[C:2]1[CH:3]=[CH:4][C:5]2[O:10][C:9]([CH2:11][N:12]3[CH2:17][CH2:16][CH:15]([CH3:18])[CH2:14][CH2:13]3)=[CH:8][C:7](=[O:19])[C:6]=2[CH:20]=1.[Na+].[I-:22].CNCCNC.C(=O)(O)[O-].[Na+]. (3) The reactants are: C1C=C(Cl)C=C(C(OO)=[O:9])C=1.[Br:12][C:13]1[CH:18]=[CH:17][CH:16]=[C:15]([S:19][CH2:20][CH3:21])[CH:14]=1.C(Cl)Cl.[OH2:25]. Given the product [Br:12][C:13]1[CH:18]=[CH:17][CH:16]=[C:15]([S:19]([CH2:20][CH3:21])(=[O:9])=[O:25])[CH:14]=1, predict the reactants needed to synthesize it. (4) Given the product [CH3:30][N:27]1[CH2:28][CH2:29][N:24]([C:21]2[CH:20]=[CH:19][C:18]([N:7]3[C:8]4[CH:9]=[CH:10][CH:11]=[CH:12][C:13]=4[C:14]4[CH2:1][N:2]5[CH2:3][CH2:4][CH:5]([C:6]3=4)[CH2:15][CH2:16]5)=[CH:23][CH:22]=2)[CH2:25][CH2:26]1, predict the reactants needed to synthesize it. The reactants are: [CH2:1]1[C:14]2[C:13]3[CH:12]=[CH:11][CH:10]=[CH:9][C:8]=3[NH:7][C:6]=2[CH:5]2[CH2:15][CH2:16][N:2]1[CH2:3][CH2:4]2.Br[C:18]1[CH:23]=[CH:22][C:21]([N:24]2[CH2:29][CH2:28][N:27]([CH3:30])[CH2:26][CH2:25]2)=[CH:20][CH:19]=1. (5) Given the product [CH3:17][CH:18]1[CH2:23][CH2:22][CH2:21][CH:20]([CH3:24])[N:19]1[CH2:14][C:12]1[CH:11]=[C:10]([CH3:16])[N:9]=[C:8]([S:7][CH2:1][CH2:2][CH2:3][CH2:4][CH2:5][CH3:6])[N:13]=1, predict the reactants needed to synthesize it. The reactants are: [CH2:1]([S:7][C:8]1[N:13]=[C:12]([CH:14]=O)[CH:11]=[C:10]([CH3:16])[N:9]=1)[CH2:2][CH2:3][CH2:4][CH2:5][CH3:6].[CH3:17][CH:18]1[CH2:23][CH2:22][CH2:21][CH:20]([CH3:24])[NH:19]1.C([BH3-])#N.[Na+].O. (6) Given the product [CH3:46][O:45][C:43]([C:42]1[N:40]=[CH:41][O:16][C:14]=1[CH:11]1[CH2:10][CH2:9][N:8]([C:1]([O:3][C:4]([CH3:5])([CH3:6])[CH3:7])=[O:2])[CH2:13][CH2:12]1)=[O:44], predict the reactants needed to synthesize it. The reactants are: [C:1]([N:8]1[CH2:13][CH2:12][CH:11]([C:14]([OH:16])=O)[CH2:10][CH2:9]1)([O:3][C:4]([CH3:7])([CH3:6])[CH3:5])=[O:2].C([O-])([O-])=O.[K+].[K+].C1(P(N=[N+]=[N-])(C2C=CC=CC=2)=O)C=CC=CC=1.[N+:40]([CH2:42][C:43]([O:45][CH3:46])=[O:44])#[C-:41]. (7) Given the product [Cl:29][C:6]1[CH:7]=[C:8]2[C:3](=[C:4]([NH:30][C:20](=[O:27])[C:19]3[CH:23]=[CH:24][C:25]([F:26])=[C:17]([F:16])[CH:18]=3)[CH:5]=1)[NH:2][C:14]1[CH:13]=[N:12][CH:11]=[CH:10][C:9]2=1, predict the reactants needed to synthesize it. The reactants are: N[N:2]1[C:14]2[CH:13]=[N:12][CH:11]=[CH:10][C:9]=2[C:8]2[C:3]1=[CH:4][C:5](Cl)=[CH:6][CH:7]=2.[F:16][C:17]1[CH:18]=[C:19]([CH:23]=[CH:24][C:25]=1[F:26])[C:20](Cl)=O.[OH-:27].[Na+].[ClH:29].[N:30]1C=CC=CC=1. (8) Given the product [CH3:29][CH:28]([N:3]1[C:4]2[C:5](=[N:6][CH:7]=[CH:8][CH:9]=2)[N:10]([C:11]2[CH:12]=[C:13]3[C:17](=[CH:18][CH:19]=2)[N:16]([C:20]([O:22][C:23]([CH3:26])([CH3:25])[CH3:24])=[O:21])[CH2:15][CH2:14]3)[C:2]1=[O:1])[CH3:30], predict the reactants needed to synthesize it. The reactants are: [O:1]=[C:2]1[N:10]([C:11]2[CH:12]=[C:13]3[C:17](=[CH:18][CH:19]=2)[N:16]([C:20]([O:22][C:23]([CH3:26])([CH3:25])[CH3:24])=[O:21])[CH2:15][CH2:14]3)[C:5]2=[N:6][CH:7]=[CH:8][CH:9]=[C:4]2[NH:3]1.I[CH:28]([CH3:30])[CH3:29].O.